This data is from hERG Central: cardiac toxicity at 1µM, 10µM, and general inhibition. The task is: Predict hERG channel inhibition at various concentrations. The molecule is O=C(/C=C/c1cccc(Br)c1)NC1CCN(Cc2ccccc2)CC1. Results: hERG_inhib (hERG inhibition (general)): blocker.